This data is from Full USPTO retrosynthesis dataset with 1.9M reactions from patents (1976-2016). The task is: Predict the reactants needed to synthesize the given product. (1) The reactants are: I[C:2]1[CH:3]=[C:4]([CH:8]=[C:9]([N+:11]([O-:13])=[O:12])[CH:10]=1)[C:5]([OH:7])=[O:6].CCO.[CH3:17][O:18][C:19]1[CH:24]=[CH:23][CH:22]=[CH:21][C:20]=1B(O)O.C([O-])([O-])=O.[Cs+].[Cs+]. Given the product [CH3:17][O:18][C:19]1[CH:24]=[CH:23][CH:22]=[CH:21][C:20]=1[C:2]1[CH:10]=[C:9]([N+:11]([O-:13])=[O:12])[CH:8]=[C:4]([C:5]([OH:7])=[O:6])[CH:3]=1, predict the reactants needed to synthesize it. (2) Given the product [Cl:24][C:23]1[C:18]([CH:14]([CH3:15])[C:13]#[N:16])=[N:19][CH:20]=[CH:21][CH:22]=1, predict the reactants needed to synthesize it. The reactants are: C(NC(C)C)(C)C.C([Li])CCC.[C:13](#[N:16])[CH2:14][CH3:15].Br[C:18]1[C:23]([Cl:24])=[CH:22][CH:21]=[CH:20][N:19]=1. (3) Given the product [ClH:40].[NH:21]1[CH2:20][CH2:19][CH:18]([O:17][C:14]2[CH:15]=[CH:16][N:11]3[N:10]=[C:9]([C:31]4[CH:32]=[CH:33][CH:34]=[CH:35][CH:36]=4)[C:8]([C:5]4[CH:6]=[CH:7][C:2](=[O:1])[N:3]([CH:37]([CH3:39])[CH3:38])[N:4]=4)=[C:12]3[CH:13]=2)[CH2:23][CH2:22]1, predict the reactants needed to synthesize it. The reactants are: [O:1]=[C:2]1[CH:7]=[CH:6][C:5]([C:8]2[C:9]([C:31]3[CH:36]=[CH:35][CH:34]=[CH:33][CH:32]=3)=[N:10][N:11]3[CH:16]=[CH:15][C:14]([O:17][CH:18]4[CH2:23][CH2:22][N:21](C(OC(C)(C)C)=O)[CH2:20][CH2:19]4)=[CH:13][C:12]=23)=[N:4][N:3]1[CH:37]([CH3:39])[CH3:38].[ClH:40].CCOC(C)=O. (4) Given the product [N:1]1([CH2:8][C:9]2[CH:10]=[CH:11][C:12]([C:13]([NH:15][C:16]3[CH:21]=[CH:20][C:19]([O:22][C:23](=[O:32])[N:24]([CH3:31])[C:25]4[CH:30]=[CH:29][CH:28]=[CH:27][CH:26]=4)=[CH:18][CH:17]=3)=[O:14])=[CH:33][CH:34]=2)[CH2:6][CH2:5][CH2:4][CH2:3][CH2:2]1, predict the reactants needed to synthesize it. The reactants are: [NH:1]1[CH2:6][CH2:5][CH2:4][CH2:3][CH2:2]1.Cl[CH2:8][C:9]1[CH:34]=[CH:33][C:12]([C:13]([NH:15][C:16]2[CH:21]=[CH:20][C:19]([O:22][C:23](=[O:32])[N:24]([CH3:31])[C:25]3[CH:30]=[CH:29][CH:28]=[CH:27][CH:26]=3)=[CH:18][CH:17]=2)=[O:14])=[CH:11][CH:10]=1.O.